This data is from Full USPTO retrosynthesis dataset with 1.9M reactions from patents (1976-2016). The task is: Predict the reactants needed to synthesize the given product. (1) The reactants are: O1CCCC1.[F:6][C:7]([F:24])([F:23])[O:8][C:9]1[CH:14]=[CH:13][C:12]([NH:15][C:16](=[O:22])[O:17][C:18]([CH3:21])([CH3:20])[CH3:19])=[CH:11][CH:10]=1.[CH3:25][O:26][C:27]1[C:34]([O:35][CH3:36])=[CH:33][CH:32]=[CH:31][C:28]=1[CH:29]=[O:30].[Cl-].[NH4+]. Given the product [CH3:25][O:26][C:27]1[C:34]([O:35][CH3:36])=[CH:33][CH:32]=[CH:31][C:28]=1[CH:29]([OH:30])[C:11]1[CH:10]=[C:9]([O:8][C:7]([F:23])([F:24])[F:6])[CH:14]=[CH:13][C:12]=1[NH:15][C:16](=[O:22])[O:17][C:18]([CH3:19])([CH3:20])[CH3:21], predict the reactants needed to synthesize it. (2) The reactants are: [F:1][C:2]([F:18])([F:17])[C:3](OC1C(F)=C(F)C(F)=C(F)C=1F)=[O:4].[NH2:19][C:20]1[CH:24]=[C:23]([CH2:25][C:26]([OH:28])=O)[NH:22][N:21]=1.N1C=CC=CC=1.[F:35][C:36]1[CH:37]=[C:38]([CH:40]=[CH:41][CH:42]=1)[NH2:39].Cl. Given the product [F:1][C:2]([F:18])([F:17])[C:3]([NH:19][C:20]1[CH:24]=[C:23]([CH2:25][C:26]([NH:39][C:38]2[CH:40]=[CH:41][CH:42]=[C:36]([F:35])[CH:37]=2)=[O:28])[NH:22][N:21]=1)=[O:4], predict the reactants needed to synthesize it. (3) Given the product [F:33][C:34]1[CH:35]=[C:36]([CH:64]=[CH:65][C:66]=1[F:67])[C:37]([NH:39][C:40]1[CH:45]=[CH:44][C:43]([C:46]2[CH:54]=[C:53]3[C:49]([CH2:50][N:51]([C@@H:56]([CH:61]([CH3:62])[CH3:63])[C:57]([OH:59])=[O:58])[C:52]3=[O:55])=[CH:48][CH:47]=2)=[CH:42][CH:41]=1)=[O:38], predict the reactants needed to synthesize it. The reactants are: C(NC1C=CC(C2C=C3C(CN([C@@H](C(C)C)C(O)=O)C3=O)=CC=2)=CC=1)(=O)C1C=CC=CC=1.[F:33][C:34]1[CH:35]=[C:36]([CH:64]=[CH:65][C:66]=1[F:67])[C:37]([NH:39][C:40]1[CH:45]=[CH:44][C:43]([C:46]2[CH:54]=[C:53]3[C:49]([CH2:50][N:51]([C@@H:56]([CH:61]([CH3:63])[CH3:62])[C:57]([O:59]C)=[O:58])[C:52]3=[O:55])=[CH:48][CH:47]=2)=[CH:42][CH:41]=1)=[O:38]. (4) Given the product [CH2:53]([O:60][C:61]1[CH:66]=[CH:65][C:64]([N:1]2[CH2:6][CH2:5][NH:4][CH2:3][CH2:2]2)=[CH:63][CH:62]=1)[C:54]1[CH:59]=[CH:58][CH:57]=[CH:56][CH:55]=1, predict the reactants needed to synthesize it. The reactants are: [NH:1]1[CH2:6][CH2:5][NH:4][CH2:3][CH2:2]1.C1(P(C2C=CC=CC=2)C2C=CC3C(=CC=CC=3)C=2C2C3C(=CC=CC=3)C=CC=2P(C2C=CC=CC=2)C2C=CC=CC=2)C=CC=CC=1.[CH2:53]([O:60][C:61]1[CH:66]=[CH:65][C:64](Br)=[CH:63][CH:62]=1)[C:54]1[CH:59]=[CH:58][CH:57]=[CH:56][CH:55]=1. (5) Given the product [Cl:1][C:2]1[CH:3]=[CH:4][C:5]([CH:8]([O:29][C:34]2[CH:35]=[CH:36][C:31]([F:30])=[CH:32][CH:33]=2)[CH2:9][CH2:10][N:11]2[CH2:16][CH2:15][CH:14]([C:17]3[CH:18]=[C:19]([NH:23][C:24](=[O:28])[CH:25]([CH3:26])[CH3:27])[CH:20]=[CH:21][CH:22]=3)[CH2:13][CH2:12]2)=[CH:6][CH:7]=1, predict the reactants needed to synthesize it. The reactants are: [Cl:1][C:2]1[CH:7]=[CH:6][C:5]([CH:8]([OH:29])[CH2:9][CH2:10][N:11]2[CH2:16][CH2:15][CH:14]([C:17]3[CH:18]=[C:19]([NH:23][C:24](=[O:28])[CH:25]([CH3:27])[CH3:26])[CH:20]=[CH:21][CH:22]=3)[CH2:13][CH2:12]2)=[CH:4][CH:3]=1.[F:30][C:31]1[CH:36]=[CH:35][C:34](O)=[CH:33][CH:32]=1. (6) Given the product [Cl:1][C:2]1[CH:8]=[C:7]2[C:5](=[C:4]([F:12])[CH:3]=1)[NH:6][C:10]([CH3:11])=[CH:9]2, predict the reactants needed to synthesize it. The reactants are: [Cl:1][C:2]1[CH:8]=[C:7]([C:9]#[C:10][CH3:11])[C:5]([NH2:6])=[C:4]([F:12])[CH:3]=1.C(OCC)(=O)C.